This data is from Reaction yield outcomes from USPTO patents with 853,638 reactions. The task is: Predict the reaction yield, written as a fraction of the theoretical maximum amount of product (1.0 means a 100% yield; for example, 0.34 means a 34% yield). The reactants are [C:1]([O:5][C:6](=[O:16])[NH:7][C:8]1[N:13]=[C:12]([CH2:14]O)[CH:11]=[CH:10][N:9]=1)([CH3:4])([CH3:3])[CH3:2].CCN(S(F)(F)[F:23])CC. The catalyst is C(Cl)Cl. The product is [C:1]([O:5][C:6](=[O:16])[NH:7][C:8]1[N:13]=[C:12]([CH2:14][F:23])[CH:11]=[CH:10][N:9]=1)([CH3:4])([CH3:3])[CH3:2]. The yield is 0.320.